This data is from Full USPTO retrosynthesis dataset with 1.9M reactions from patents (1976-2016). The task is: Predict the reactants needed to synthesize the given product. (1) Given the product [Br:1][C:2]1[C:6]2[N:7]=[CH:8][N:9]=[C:10]([NH:15][CH:13]([CH3:14])[CH3:12])[C:5]=2[S:4][CH:3]=1, predict the reactants needed to synthesize it. The reactants are: [Br:1][C:2]1[C:6]2[N:7]=[CH:8][N:9]=[C:10](Cl)[C:5]=2[S:4][CH:3]=1.[CH3:12][CH:13]([NH2:15])[CH3:14]. (2) Given the product [CH2:11]([O:18][C:19](=[O:20])[NH:21][CH2:22][CH2:23][CH2:24][CH2:25][CH2:26][C:27](=[O:28])[NH:1][C:2]1[CH:3]=[C:4]([C:5]#[N:6])[CH:7]=[CH:8][C:9]=1[NH2:10])[C:12]1[CH:17]=[CH:16][CH:15]=[CH:14][CH:13]=1, predict the reactants needed to synthesize it. The reactants are: [NH2:1][C:2]1[CH:3]=[C:4]([CH:7]=[CH:8][C:9]=1[NH2:10])[C:5]#[N:6].[CH2:11]([O:18][C:19]([NH:21][CH2:22][CH2:23][CH2:24][CH2:25][CH2:26][C:27](O)=[O:28])=[O:20])[C:12]1[CH:17]=[CH:16][CH:15]=[CH:14][CH:13]=1.CCN=C=NCCCN(C)C.Cl.C1C=CC2N(O)N=NC=2C=1. (3) Given the product [F:3][C:4]1[CH:9]=[C:8]([I:10])[CH:7]=[CH:6][C:5]=1[NH:11][C:12]1[C:13]([NH:23][S:24]([C:27]2([CH2:30][CH2:31][OH:32])[CH2:29][CH2:28]2)(=[O:26])=[O:25])=[C:14]2[O:22][CH2:21][CH2:20][N:15]2[C:16](=[O:19])[C:17]=1[CH3:18], predict the reactants needed to synthesize it. The reactants are: [BH4-].[Na+].[F:3][C:4]1[CH:9]=[C:8]([I:10])[CH:7]=[CH:6][C:5]=1[NH:11][C:12]1[C:13]([NH:23][S:24]([C:27]2([CH2:30][CH:31]=[O:32])[CH2:29][CH2:28]2)(=[O:26])=[O:25])=[C:14]2[O:22][CH2:21][CH2:20][N:15]2[C:16](=[O:19])[C:17]=1[CH3:18].